Dataset: Reaction yield outcomes from USPTO patents with 853,638 reactions. Task: Predict the reaction yield, written as a fraction of the theoretical maximum amount of product (1.0 means a 100% yield; for example, 0.34 means a 34% yield). (1) The reactants are [CH3:1][C@H:2]([CH2:5][CH2:6][CH3:7])[CH2:3][OH:4].[CH3:8][S:9](Cl)(=[O:11])=[O:10].CCN(CC)CC.Cl. The catalyst is C(OC)(C)(C)C. The product is [CH3:1][C@H:2]([CH2:5][CH2:6][CH3:7])[CH2:3][O:4][S:9]([CH3:8])(=[O:11])=[O:10]. The yield is 0.950. (2) The yield is 0.840. The reactants are [Cl:1][C:2]1[CH:3]=[CH:4][C:5]([N+:17]([O-])=O)=[C:6]([N:8]2[C:16]3[C:11](=[N:12][CH:13]=[CH:14][CH:15]=3)[N:10]=[N:9]2)[CH:7]=1.NC1C=CC=CC=1. The catalyst is Cl.[Fe]. The product is [Cl:1][C:2]1[CH:3]=[CH:4][C:5]([NH2:17])=[C:6]([N:8]2[C:16]3[C:11](=[N:12][CH:13]=[CH:14][CH:15]=3)[N:10]=[N:9]2)[CH:7]=1. (3) The reactants are [NH:1]1[C:5]2=[CH:6][N:7]=[CH:8][CH:9]=[C:4]2[CH:3]=[CH:2]1.C(N(CC)CC)C.[C:17](O[C:17]([O:19][C:20]([CH3:23])([CH3:22])[CH3:21])=[O:18])([O:19][C:20]([CH3:23])([CH3:22])[CH3:21])=[O:18].O. The catalyst is C(Cl)Cl. The product is [N:1]1([C:17]([O:19][C:20]([CH3:23])([CH3:22])[CH3:21])=[O:18])[C:5]2=[CH:6][N:7]=[CH:8][CH:9]=[C:4]2[CH:3]=[CH:2]1. The yield is 0.953. (4) The reactants are [F:1][CH2:2][C:3]1[NH:12][C:11](=O)[C:10]2[C:5](=[CH:6][CH:7]=[CH:8][CH:9]=2)[N:4]=1.COC(=O)[C:17]1[CH:22]=[CH:21][CH:20]=[CH:19][C:18]=1[NH2:23].F[CH2:26]C#N.Cl.[O:30]1CCOC[CH2:31]1. No catalyst specified. The product is [F:1][CH2:2][C:3]1[N:12]=[C:11]([N:23]([C:18]2[CH:17]=[CH:22][C:21]([O:30][CH3:31])=[CH:20][CH:19]=2)[CH3:26])[C:10]2[C:5](=[CH:6][CH:7]=[CH:8][CH:9]=2)[N:4]=1. The yield is 0.390. (5) The reactants are Cl[C:2](Cl)([O:4]C(=O)OC(Cl)(Cl)Cl)Cl.[F:13][CH2:14][CH:15]([OH:18])[CH2:16][F:17].N1C=CC=CC=1.Cl.FC(F)(F)C(O)=O.[CH3:33][S:34]([C:37]1[CH:58]=[CH:57][C:40]([O:41][C:42]2[N:47]=[CH:46][N:45]=[C:44]3[N:48]([CH:51]4[CH2:56][CH2:55][NH:54][CH2:53][CH2:52]4)[N:49]=[CH:50][C:43]=23)=[CH:39][CH:38]=1)(=[O:36])=[O:35].C(N(C(C)C)CC)(C)C. The catalyst is ClCCCl.O. The product is [F:13][CH2:14][CH:15]([O:18][C:2]([N:54]1[CH2:53][CH2:52][CH:51]([N:48]2[C:44]3=[N:45][CH:46]=[N:47][C:42]([O:41][C:40]4[CH:39]=[CH:38][C:37]([S:34]([CH3:33])(=[O:36])=[O:35])=[CH:58][CH:57]=4)=[C:43]3[CH:50]=[N:49]2)[CH2:56][CH2:55]1)=[O:4])[CH2:16][F:17]. The yield is 0.320.